This data is from Catalyst prediction with 721,799 reactions and 888 catalyst types from USPTO. The task is: Predict which catalyst facilitates the given reaction. (1) Reactant: [CH3:1][C:2]([CH3:5])([O-])[CH3:3].[K+].CC(N(C)C)=O.[CH:13]([NH2:15])=O.BrC1[C:26]2[N:27]=[CH:28][NH:29][C:25]=2[C:24]2[CH:23]=[CH:22][CH:21]=[CH:20][C:19]=2[N:18]=1. Product: [CH2:1]([N:29]1[C:25]2[C:24]3[CH:23]=[CH:22][CH:21]=[CH:20][C:19]=3[N:18]=[C:13]([NH2:15])[C:26]=2[N:27]=[CH:28]1)[CH:2]([CH3:5])[CH3:3]. The catalyst class is: 6. (2) Reactant: [CH3:1][O:2][C:3]1[CH:4]=[C:5]([SH:11])[CH:6]=[CH:7][C:8]=1[O:9][CH3:10].Cl[CH2:13][C:14]#[N:15].C([O-])([O-])=O.[K+].[K+].CCOC(C)=O. Product: [CH3:1][O:2][C:3]1[CH:4]=[C:5]([S:11][CH2:13][C:14]#[N:15])[CH:6]=[CH:7][C:8]=1[O:9][CH3:10]. The catalyst class is: 239. (3) Reactant: Cl[Si:2]([CH3:10])([CH3:9])[CH2:3][CH2:4][Si:5](Cl)([CH3:7])[CH3:6].[C-:11]#[C-:12].[Na+].[Na+].O1CC[CH2:17][CH2:16]1. Product: [C:11]([Si:2]([CH3:10])([CH3:9])[CH2:3][CH2:4][Si:5]([C:16]#[CH:17])([CH3:7])[CH3:6])#[CH:12]. The catalyst class is: 113. (4) Reactant: [NH2:1][C:2]1[N:6]([CH2:7][C:8]2[CH:13]=[C:12]([C:14]([F:17])([F:16])[F:15])[CH:11]=[C:10]([C:18]([F:21])([F:20])[F:19])[CH:9]=2)[CH:5]=[N:4][C:3]=1[C:22]([NH2:24])=O.C1(C)C=CC(S(Cl)(=O)=O)=CC=1. Product: [NH2:1][C:2]1[N:6]([CH2:7][C:8]2[CH:13]=[C:12]([C:14]([F:15])([F:16])[F:17])[CH:11]=[C:10]([C:18]([F:21])([F:20])[F:19])[CH:9]=2)[CH:5]=[N:4][C:3]=1[C:22]#[N:24]. The catalyst class is: 17. (5) Product: [C:1]([O:5][C:6]([N:8]([CH2:13][C:14]1[CH:23]=[CH:22][C:17]([C:18]([OH:20])=[O:19])=[CH:16][C:15]=1[C:24]([F:25])([F:26])[F:27])[CH2:9][CH2:10][O:11][CH3:12])=[O:7])([CH3:4])([CH3:2])[CH3:3]. Reactant: [C:1]([O:5][C:6]([N:8]([CH2:13][C:14]1[CH:23]=[CH:22][C:17]([C:18]([O:20]C)=[O:19])=[CH:16][C:15]=1[C:24]([F:27])([F:26])[F:25])[CH2:9][CH2:10][O:11][CH3:12])=[O:7])([CH3:4])([CH3:3])[CH3:2].[OH-].[Na+].Cl. The catalyst class is: 36. (6) Reactant: [CH:1]([C:4]1[CH:5]=[CH:6][C:7]([NH:10][S:11]([C:14]2[CH:19]=[CH:18][C:17]([CH:20]=[CH2:21])=[CH:16][CH:15]=2)(=[O:13])=[O:12])=[N:8][CH:9]=1)([CH3:3])[CH3:2].[C:22](N=C(N(C)C)N(C)C)([CH3:25])([CH3:24])[CH3:23].BrCC(C)C. Product: [CH2:23]([N:10]([C:7]1[CH:6]=[CH:5][C:4]([CH:1]([CH3:3])[CH3:2])=[CH:9][N:8]=1)[S:11]([C:14]1[CH:15]=[CH:16][C:17]([CH:20]=[CH2:21])=[CH:18][CH:19]=1)(=[O:12])=[O:13])[CH:22]([CH3:25])[CH3:24]. The catalyst class is: 10.